Task: Binary Classification. Given a drug SMILES string, predict its activity (active/inactive) in a high-throughput screening assay against a specified biological target.. Dataset: HIV replication inhibition screening data with 41,000+ compounds from the AIDS Antiviral Screen The molecule is CCOC(=O)C=C(C)NCCSSCCNC(C)=CC(=O)OCC. The result is 0 (inactive).